Dataset: Human liver microsome stability data. Task: Regression/Classification. Given a drug SMILES string, predict its absorption, distribution, metabolism, or excretion properties. Task type varies by dataset: regression for continuous measurements (e.g., permeability, clearance, half-life) or binary classification for categorical outcomes (e.g., BBB penetration, CYP inhibition). Dataset: hlm. (1) The molecule is O=C(CCCCCn1cc(Nc2ncc(Cl)c(Nc3ccc(Cl)cc3)n2)cn1)NO. The result is 1 (stable in human liver microsomes). (2) The compound is CC(C)c1nc(CN2CCC(O[C@H]3CC[C@H](Oc4cnc(S(C)(=O)=O)cn4)CC3)CC2)no1. The result is 0 (unstable in human liver microsomes). (3) The compound is O=S(=O)(c1ccc(Cl)c(Cl)c1)N1CCN(c2ccccc2C(F)(F)F)CC1. The result is 1 (stable in human liver microsomes). (4) The drug is O=C(NCc1ccccc1OC(F)(F)F)N1CCC(c2ccncc2)C1. The result is 1 (stable in human liver microsomes).